This data is from Peptide-MHC class II binding affinity with 134,281 pairs from IEDB. The task is: Regression. Given a peptide amino acid sequence and an MHC pseudo amino acid sequence, predict their binding affinity value. This is MHC class II binding data. (1) The peptide sequence is VAWQVKLLPVPPTVT. The MHC is DRB1_0802 with pseudo-sequence DRB1_0802. The binding affinity (normalized) is 0.904. (2) The MHC is DRB1_0405 with pseudo-sequence DRB1_0405. The peptide sequence is EVTMLYVVASPDLMT. The binding affinity (normalized) is 0.764. (3) The binding affinity (normalized) is 0.248. The peptide sequence is HDGGCRKELAAVSVD. The MHC is DRB1_1201 with pseudo-sequence DRB1_1201. (4) The peptide sequence is TMTQMNQAFRNIVNM. The MHC is HLA-DPA10301-DPB10402 with pseudo-sequence HLA-DPA10301-DPB10402. The binding affinity (normalized) is 0.112. (5) The peptide sequence is TLEQDKCVTVMAPDK. The MHC is DRB3_0101 with pseudo-sequence DRB3_0101. The binding affinity (normalized) is 0.383.